The task is: Predict which catalyst facilitates the given reaction.. This data is from Catalyst prediction with 721,799 reactions and 888 catalyst types from USPTO. (1) Reactant: [H-].[Na+].[C:3]1(=[O:12])[C:11]2[C:6](=[CH:7][CH:8]=[CH:9][CH:10]=2)[CH2:5][NH:4]1.Cl[C:14]([O:16][C:17]1[CH:22]=[CH:21][C:20]([N+:23]([O-:25])=[O:24])=[CH:19][CH:18]=1)=[O:15]. Product: [N+:23]([C:20]1[CH:19]=[CH:18][C:17]([O:16][C:14](=[O:15])[O:12][C:3]2[C:11]3[C:6](=[CH:7][CH:8]=[CH:9][CH:10]=3)[CH2:5][N:4]=2)=[CH:22][CH:21]=1)([O-:25])=[O:24]. The catalyst class is: 1. (2) Reactant: [NH2:1][CH:2]1[CH2:11][C:10]2[C:9]([C:12]([NH2:14])=[O:13])=[CH:8][CH:7]=[C:6]([F:15])[C:5]=2[O:4][CH2:3]1.[F:16][C:17]1[CH:18]=[C:19]2[C:23](=[CH:24][CH:25]=1)[NH:22][CH:21]=[C:20]2[CH2:26][CH:27]=O.C(O)(=O)C.C([BH3-])#N.[Na+]. Product: [F:15][C:6]1[C:5]2[O:4][CH2:3][CH:2]([NH:1][CH2:27][CH2:26][C:20]3[C:19]4[C:23](=[CH:24][CH:25]=[C:17]([F:16])[CH:18]=4)[NH:22][CH:21]=3)[CH2:11][C:10]=2[C:9]([C:12]([NH2:14])=[O:13])=[CH:8][CH:7]=1. The catalyst class is: 5.